Dataset: Forward reaction prediction with 1.9M reactions from USPTO patents (1976-2016). Task: Predict the product of the given reaction. (1) Given the reactants [OH:1][C:2]1[CH:3]=[C:4]([NH:8][C:9](=[O:15])[O:10][C:11]([CH3:14])([CH3:13])[CH3:12])[CH:5]=[CH:6][CH:7]=1.Br[C:17]1[CH:18]=[CH:19][C:20]([N+:23]([O-:25])=[O:24])=[N:21][CH:22]=1.C(=O)([O-])[O-].[Cs+].[Cs+], predict the reaction product. The product is: [N+:23]([C:20]1[N:21]=[CH:22][C:17]([O:1][C:2]2[CH:3]=[C:4]([NH:8][C:9](=[O:15])[O:10][C:11]([CH3:12])([CH3:14])[CH3:13])[CH:5]=[CH:6][CH:7]=2)=[CH:18][CH:19]=1)([O-:25])=[O:24]. (2) The product is: [Cl:1][C:2]1[C:9]([C:13]#[C:12][C:14]2([OH:34])[CH2:15][CH2:16][N:17]([C:20](=[O:33])[CH2:21][C:22]3[CH:27]=[CH:26][C:25]([N:28]4[CH:32]=[N:31][N:30]=[N:29]4)=[CH:24][CH:23]=3)[CH2:18][CH2:19]2)=[CH:8][CH:7]=[C:6]([F:11])[C:3]=1[C:4]#[N:5]. Given the reactants [Cl:1][C:2]1[C:9](I)=[CH:8][CH:7]=[C:6]([F:11])[C:3]=1[C:4]#[N:5].[C:12]([C:14]1([OH:34])[CH2:19][CH2:18][N:17]([C:20](=[O:33])[CH2:21][C:22]2[CH:27]=[CH:26][C:25]([N:28]3[CH:32]=[N:31][N:30]=[N:29]3)=[CH:24][CH:23]=2)[CH2:16][CH2:15]1)#[CH:13].C(N(CC)CC)C.C1(P(C2C=CC=CC=2)C2C=CC=CC=2)C=CC=CC=1, predict the reaction product. (3) Given the reactants [C:1]1([CH3:11])[CH:6]=[CH:5][CH:4]=[CH:3][C:2]=1[CH2:7][C:8](O)=[O:9].C(Cl)(=O)C(Cl)=O.[NH3:18], predict the reaction product. The product is: [CH3:11][C:1]1[CH:6]=[CH:5][CH:4]=[CH:3][C:2]=1[CH2:7][C:8]([NH2:18])=[O:9]. (4) Given the reactants [CH3:1][C:2]1[CH:7]=[CH:6][C:5]([OH:8])=[CH:4][C:3]=1[N+:9]([O-:11])=[O:10].CS(O[CH:17]([CH3:19])[CH3:18])(=O)=O.CC1C=CC(OCCC)=CC=1[N+]([O-])=O, predict the reaction product. The product is: [CH:17]([O:8][C:5]1[CH:6]=[CH:7][C:2]([CH3:1])=[C:3]([N+:9]([O-:11])=[O:10])[CH:4]=1)([CH3:19])[CH3:18]. (5) Given the reactants [CH:1]1[C:13]2[N:12]([C:14](=[O:23])[CH2:15][C@@H:16]([CH2:20][CH2:21][CH3:22])[C:17](O)=[O:18])[C:11]3[C:6](=[CH:7][CH:8]=[CH:9][CH:10]=3)[C:5]=2[CH:4]=[CH:3][CH:2]=1.[C:24]([O:28][C:29](=[O:37])[CH2:30][CH:31]([NH2:36])[CH:32]([OH:35])[CH2:33][F:34])([CH3:27])([CH3:26])[CH3:25].C1C=CC2N(O)N=NC=2C=1.C(Cl)CCl, predict the reaction product. The product is: [C:24]([O:28][C:29](=[O:37])[CH2:30][CH:31]([NH:36][C:17](=[O:18])[CH:16]([CH2:15][C:14]([N:12]1[C:11]2[CH:10]=[CH:9][CH:8]=[CH:7][C:6]=2[C:5]2[C:13]1=[CH:1][CH:2]=[CH:3][CH:4]=2)=[O:23])[CH2:20][CH2:21][CH3:22])[CH:32]([OH:35])[CH2:33][F:34])([CH3:27])([CH3:25])[CH3:26].